From a dataset of Reaction yield outcomes from USPTO patents with 853,638 reactions. Predict the reaction yield, written as a fraction of the theoretical maximum amount of product (1.0 means a 100% yield; for example, 0.34 means a 34% yield). (1) The catalyst is CO.C(O)(=O)C. The product is [F:1][C:2]1[CH:7]=[CH:6][C:5]([N:8]2[C:11](=[O:12])[C@H:10]([S:13][CH2:14][CH:15]([C:17]3[CH:18]=[CH:19][C:20]([F:23])=[CH:21][CH:22]=3)[OH:16])[C@H:9]2[C:24]2[CH:46]=[CH:45][C:27]([O:28][CH2:29][C:30]([NH:32][CH2:33][C:34]([NH:36][C@@H:37]([C:42]([OH:44])=[O:43])[CH2:38][CH2:39][CH2:40][NH2:41])=[O:35])=[O:31])=[CH:26][CH:25]=2)=[CH:4][CH:3]=1. The yield is 0.850. The reactants are [F:1][C:2]1[CH:7]=[CH:6][C:5]([N:8]2[C:11](=[O:12])[C@H:10]([S:13][CH2:14][C:15]([C:17]3[CH:22]=[CH:21][C:20]([F:23])=[CH:19][CH:18]=3)=[O:16])[C@H:9]2[C:24]2[CH:46]=[CH:45][C:27]([O:28][CH2:29][C:30]([NH:32][CH2:33][C:34]([NH:36][C@@H:37]([C:42]([OH:44])=[O:43])[CH2:38][CH2:39][CH2:40][NH2:41])=[O:35])=[O:31])=[CH:26][CH:25]=2)=[CH:4][CH:3]=1.[BH4-].[Na+]. (2) The reactants are CC([O-])(C)C.[K+].[CH3:7][O:8][C:9](=[O:21])[C:10]1[CH:15]=[C:14]([Cl:16])[CH:13]=[C:12]([C:17]#[C:18][CH3:19])[C:11]=1[NH2:20].O.CCOC(C)=O. The catalyst is CN1C(=O)CCC1. The product is [CH3:7][O:8][C:9]([C:10]1[CH:15]=[C:14]([Cl:16])[CH:13]=[C:12]2[C:11]=1[NH:20][C:18]([CH3:19])=[CH:17]2)=[O:21]. The yield is 0.540. (3) The reactants are C([SiH2][O:6][C:7](C)(C)[C:8]1[CH:9]=[CH:10][C:11]([NH:14][C:15]2[N:16]=[CH:17][C:18]3[CH:23]=[C:22]([C:24]#[N:25])[N:21]([CH:26]4[CH2:30][CH2:29][CH2:28][CH2:27]4)[C:19]=3[N:20]=2)=[N:12][CH:13]=1)(C)(C)C.N1C=CC=CC=1.C([O-])(O)=O.[Na+]. The catalyst is C1COCC1.C(OCC)(=O)C. The product is [CH:26]1([N:21]2[C:19]3[N:20]=[C:15]([NH:14][C:11]4[CH:10]=[CH:9][C:8]([CH2:7][OH:6])=[CH:13][N:12]=4)[N:16]=[CH:17][C:18]=3[CH:23]=[C:22]2[C:24]#[N:25])[CH2:27][CH2:28][CH2:29][CH2:30]1. The yield is 0.530. (4) The reactants are C(N(CC)CC)C.Br[C:9]1[N:10]=[C:11]([N:20]([CH:28]2[CH2:30][CH2:29]2)[C:21](=[O:27])[O:22][C:23]([CH3:26])([CH3:25])[CH3:24])[C:12]2[N:13]([C:15]([CH:18]=[O:19])=[CH:16][N:17]=2)[CH:14]=1.[CH3:31][Si:32]([C:35]#[CH:36])([CH3:34])[CH3:33]. The catalyst is CN(C=O)C.CCOC(C)=O.C1C=CC([P]([Pd]([P](C2C=CC=CC=2)(C2C=CC=CC=2)C2C=CC=CC=2)([P](C2C=CC=CC=2)(C2C=CC=CC=2)C2C=CC=CC=2)[P](C2C=CC=CC=2)(C2C=CC=CC=2)C2C=CC=CC=2)(C2C=CC=CC=2)C2C=CC=CC=2)=CC=1.[Cu]I. The product is [CH:28]1([N:20]([C:11]2[C:12]3[N:13]([C:15]([CH:18]=[O:19])=[CH:16][N:17]=3)[CH:14]=[C:9]([C:36]#[C:35][Si:32]([CH3:34])([CH3:33])[CH3:31])[N:10]=2)[C:21](=[O:27])[O:22][C:23]([CH3:26])([CH3:25])[CH3:24])[CH2:30][CH2:29]1. The yield is 0.710. (5) The reactants are [OH:1][C:2]1[CH:10]=[CH:9][C:5]([C:6]([OH:8])=[O:7])=[CH:4][C:3]=1[CH3:11].Cl.[CH3:13]O. No catalyst specified. The product is [OH:1][C:2]1[CH:10]=[CH:9][C:5]([C:6]([O:8][CH3:13])=[O:7])=[CH:4][C:3]=1[CH3:11]. The yield is 0.840. (6) The reactants are [C:1]([C:3]1[CH:8]=[CH:7][C:6]([CH2:9][C:10]([OH:12])=[O:11])=[CH:5][CH:4]=1)#[N:2].[Br:13]N1C(=O)CCC1=O. The catalyst is S(=O)(=O)(O)O.O. The product is [Br:13][C:5]1[CH:4]=[C:3]([C:1]#[N:2])[CH:8]=[CH:7][C:6]=1[CH2:9][C:10]([OH:12])=[O:11]. The yield is 0.705. (7) The reactants are [H-].[Na+].CN(C)C=O.[OH:8][C:9]1[C:18]2[C:13](=[CH:14][CH:15]=[CH:16][CH:17]=2)[N:12]=[CH:11][N:10]=1.Br[CH2:20][C:21]1[C:25]([C:26]#[N:27])=[C:24]([N:28]2[CH2:33][CH2:32][O:31][CH2:30][CH2:29]2)[S:23][C:22]=1[C:34]([O:36][CH3:37])=[O:35]. The catalyst is CO.C(Cl)Cl. The product is [C:26]([C:25]1[C:21]([CH2:20][N:10]2[C:9](=[O:8])[C:18]3[C:13](=[CH:14][CH:15]=[CH:16][CH:17]=3)[N:12]=[CH:11]2)=[C:22]([C:34]([O:36][CH3:37])=[O:35])[S:23][C:24]=1[N:28]1[CH2:33][CH2:32][O:31][CH2:30][CH2:29]1)#[N:27]. The yield is 0.874. (8) The reactants are [CH3:1][O:2][C:3](=[O:33])[C:4]1[CH:9]=[CH:8][C:7]([CH2:10][N:11]2[CH:15]=[C:14]([C:16]3[CH:21]=[CH:20][C:19]([Cl:22])=[CH:18][C:17]=3[Cl:23])[N:13]=[C:12]2/[CH:24]=[CH:25]/[C:26]2[CH:31]=[CH:30][C:29](Br)=[CH:28][CH:27]=2)=[CH:6][CH:5]=1.B(O)(O)[C:35]1[CH:40]=[CH:39][C:38]([NH:41][C:42]([O:44][C:45]([CH3:48])([CH3:47])[CH3:46])=[O:43])=[C:37]([O:49][CH3:50])[CH:36]=1. No catalyst specified. The product is [CH3:1][O:2][C:3](=[O:33])[C:4]1[CH:9]=[CH:8][C:7]([CH2:10][N:11]2[CH:15]=[C:14]([C:16]3[CH:21]=[CH:20][C:19]([Cl:22])=[CH:18][C:17]=3[Cl:23])[N:13]=[C:12]2/[CH:24]=[CH:25]/[C:26]2[CH:31]=[CH:30][C:29]([C:35]3[CH:40]=[CH:39][C:38]([NH:41][C:42]([O:44][C:45]([CH3:46])([CH3:47])[CH3:48])=[O:43])=[C:37]([O:49][CH3:50])[CH:36]=3)=[CH:28][CH:27]=2)=[CH:6][CH:5]=1. The yield is 0.620.